From a dataset of Catalyst prediction with 721,799 reactions and 888 catalyst types from USPTO. Predict which catalyst facilitates the given reaction. (1) Reactant: [N:1]12[CH2:7][C:4]([C:8]([C:16]3[CH:21]=[CH:20][CH:19]=[CH:18][CH:17]=3)([C:10]3[CH:15]=[CH:14][CH:13]=[CH:12][CH:11]=3)[OH:9])([CH2:5][CH2:6]1)[CH2:3][CH2:2]2.[Cl:22][C:23]1[CH:24]=[C:25]([O:29][CH2:30][CH2:31][CH2:32][Br:33])[CH:26]=[CH:27][CH:28]=1. Product: [Br-:33].[Cl:22][C:23]1[CH:24]=[C:25]([O:29][CH2:30][CH2:31][CH2:32][N+:1]23[CH2:7][C:4]([C:8]([OH:9])([C:16]4[CH:21]=[CH:20][CH:19]=[CH:18][CH:17]=4)[C:10]4[CH:15]=[CH:14][CH:13]=[CH:12][CH:11]=4)([CH2:5][CH2:6]2)[CH2:3][CH2:2]3)[CH:26]=[CH:27][CH:28]=1. The catalyst class is: 23. (2) Reactant: [Cl:1][C:2]1[C:7]([S:8]([NH2:11])(=[O:10])=[O:9])=[C:6]([OH:12])[C:5]([N+:13]([O-])=O)=[CH:4][CH:3]=1. Product: [NH2:13][C:5]1[C:6]([OH:12])=[C:7]([S:8]([NH2:11])(=[O:10])=[O:9])[C:2]([Cl:1])=[CH:3][CH:4]=1. The catalyst class is: 78. (3) Reactant: [C:1]([CH:6]=[C:7]1[CH2:12][CH2:11][N:10]([C:13]2[CH:18]=[CH:17][C:16]([N:19]3[CH2:23][C@H:22]([CH2:24][NH:25][C:26](=[O:28])[CH3:27])[O:21][C:20]3=[O:29])=[CH:15][C:14]=2[F:30])[CH2:9][CH2:8]1)([O:3][CH2:4][CH3:5])=[O:2].[I-].[CH3:32][S+](C)(C)=O.CC(C)([O-])C.[K+]. Product: [C:1]([CH:6]1[C:7]2([CH2:8][CH2:9][N:10]([C:13]3[CH:18]=[CH:17][C:16]([N:19]4[CH2:23][C@H:22]([CH2:24][NH:25][C:26](=[O:28])[CH3:27])[O:21][C:20]4=[O:29])=[CH:15][C:14]=3[F:30])[CH2:11][CH2:12]2)[CH2:32]1)([O:3][CH2:4][CH3:5])=[O:2]. The catalyst class is: 16. (4) Reactant: [NH2:1][C:2]1[C:7]2=[C:8]([C:14]3[S:15][C:16]4[C:22]([O:23][CH3:24])=[CH:21][C:20]([CH3:25])=[CH:19][C:17]=4[CH:18]=3)[C:9]([C:11]([OH:13])=O)=[CH:10][N:6]2[N:5]=[CH:4][N:3]=1.CN(C(ON1N=NC2C=CC=CC1=2)=[N+](C)C)C.[B-](F)(F)(F)F.CCN(C(C)C)C(C)C.[O:57]=[C:58]1[CH2:63][NH:62][CH2:61][CH2:60][NH:59]1. Product: [NH2:1][C:2]1[C:7]2=[C:8]([C:14]3[S:15][C:16]4[C:22]([O:23][CH3:24])=[CH:21][C:20]([CH3:25])=[CH:19][C:17]=4[CH:18]=3)[C:9]([C:11]([N:62]3[CH2:61][CH2:60][NH:59][C:58](=[O:57])[CH2:63]3)=[O:13])=[CH:10][N:6]2[N:5]=[CH:4][N:3]=1. The catalyst class is: 3. (5) Reactant: [C:1]([O:5][C:6]([N:8]1[CH2:13][CH2:12][N:11]([C:14]2[C:19](Cl)=[N:18][CH:17]=[CH:16][N:15]=2)[CH2:10][CH2:9]1)=[O:7])([CH3:4])([CH3:3])[CH3:2].[NH:21]1[CH2:26][CH2:25][CH2:24][CH2:23][CH2:22]1.[OH-].[Na+]. Product: [C:1]([O:5][C:6]([N:8]1[CH2:13][CH2:12][N:11]([C:14]2[C:19]([N:21]3[CH2:26][CH2:25][CH2:24][CH2:23][CH2:22]3)=[N:18][CH:17]=[CH:16][N:15]=2)[CH2:10][CH2:9]1)=[O:7])([CH3:4])([CH3:3])[CH3:2]. The catalyst class is: 2. (6) Reactant: [CH3:1][C:2]1[CH:7]=[CH:6][CH:5]=[CH:4][C:3]=1[N:8]1[CH2:13][CH2:12][N:11](C(OC(C)(C)C)=O)[CH2:10][C:9]1=[O:21].O1CCOCC1. Product: [CH3:1][C:2]1[CH:7]=[CH:6][CH:5]=[CH:4][C:3]=1[N:8]1[CH2:13][CH2:12][NH:11][CH2:10][C:9]1=[O:21]. The catalyst class is: 33. (7) Reactant: C([O:4][C:5]([C@H:7]1[CH2:12][CH2:11][C@H:10]([CH:13]([NH:28][C:29]([O:31][C:32]([CH3:35])([CH3:34])[CH3:33])=[O:30])[CH2:14][NH:15][C:16]([C:18]2([C:21]3[CH:26]=[CH:25][C:24]([Cl:27])=[CH:23][CH:22]=3)[CH2:20][CH2:19]2)=[O:17])[CH2:9][CH2:8]1)=[O:6])CC.[Li+].[OH-].[OH-].[Na+].Cl. Product: [C:32]([O:31][C:29]([NH:28][CH:13]([C@H:10]1[CH2:9][CH2:8][C@H:7]([C:5]([OH:6])=[O:4])[CH2:12][CH2:11]1)[CH2:14][NH:15][C:16]([C:18]1([C:21]2[CH:22]=[CH:23][C:24]([Cl:27])=[CH:25][CH:26]=2)[CH2:20][CH2:19]1)=[O:17])=[O:30])([CH3:35])([CH3:33])[CH3:34]. The catalyst class is: 278. (8) Reactant: C1C=CC(P(C2C=CC=CC=2)C2C=CC=CC=2)=CC=1.CCOC(/N=N/C(OCC)=O)=O.[OH:32][CH2:33][C:34]([O:36][CH2:37][CH3:38])=[O:35].[CH3:39][C:40]([CH3:47])([CH3:46])[C:41](=O)[CH2:42][C:43]#[N:44]. Product: [C:43]([CH:42]=[C:41]([O:32][CH2:33][C:34]([O:36][CH2:37][CH3:38])=[O:35])[C:40]([CH3:47])([CH3:46])[CH3:39])#[N:44]. The catalyst class is: 674. (9) Reactant: B(Cl)(Cl)Cl.[CH2:5]([NH:8][C:9]1[CH:14]=[CH:13][C:12]([Cl:15])=[CH:11][CH:10]=1)[CH:6]=[CH2:7].[O:16]1[C:21]2[CH:22]=[CH:23][CH:24]=[C:25]([CH:26]=[O:27])[C:20]=2[O:19][CH2:18][CH2:17]1.C(N(CC)CC)C.C(=O)(O)[O-].[Na+]. Product: [CH2:5]([NH:8][C:9]1[CH:10]=[CH:11][C:12]([Cl:15])=[CH:13][C:14]=1[CH:26]([C:25]1[C:20]2[O:19][CH2:18][CH2:17][O:16][C:21]=2[CH:22]=[CH:23][CH:24]=1)[OH:27])[CH:6]=[CH2:7]. The catalyst class is: 93.